From a dataset of Catalyst prediction with 721,799 reactions and 888 catalyst types from USPTO. Predict which catalyst facilitates the given reaction. Reactant: [N:1]([CH2:4][C:5]1[CH:10]=[CH:9][C:8]([C:11]2[CH:16]=[CH:15][CH:14]=[CH:13][CH:12]=2)=[C:7]([O:17]C)[CH:6]=1)=[N+]=[N-].O.C1C=CC(P(C2C=CC=CC=2)C2C=CC=CC=2)=CC=1.[N-]=[N+]=[N-]. Product: [NH2:1][CH2:4][C:5]1[CH:6]=[C:7]([OH:17])[C:8]([C:11]2[CH:16]=[CH:15][CH:14]=[CH:13][CH:12]=2)=[CH:9][CH:10]=1. The catalyst class is: 1.